From a dataset of Forward reaction prediction with 1.9M reactions from USPTO patents (1976-2016). Predict the product of the given reaction. (1) Given the reactants [CH2:1]([NH:8][C:9]1[N:14]2[N:15]=[CH:16][C:17]([C:18]([O:20][CH2:21][CH3:22])=[O:19])=[C:13]2[N:12]=[CH:11][C:10]=1[C:23](O)=[O:24])[C:2]1[CH:7]=[CH:6][CH:5]=[CH:4][CH:3]=1.Cl.N1([CH:32]2[CH2:37][CH2:36][NH:35][CH2:34][CH2:33]2)C=CC=N1, predict the reaction product. The product is: [CH2:1]([NH:8][C:9]1[N:14]2[N:15]=[CH:16][C:17]([C:18]([O:20][CH2:21][CH3:22])=[O:19])=[C:13]2[N:12]=[CH:11][C:10]=1[C:23]([N:35]1[CH2:34][CH2:33][CH:32]([C:10]2[CH:11]=[N:12][CH:13]=[N:14][CH:9]=2)[CH2:37][CH2:36]1)=[O:24])[C:2]1[CH:7]=[CH:6][CH:5]=[CH:4][CH:3]=1. (2) Given the reactants FC1C=CC(C(C2C=CC(F)=CC=2)SCCNCCCC2C=CC=CC=2)=CC=1.[Cl:29][C:30]1[CH:35]=[CH:34][C:33]([CH:36]([C:51]2[CH:56]=[CH:55][C:54]([Cl:57])=[CH:53][CH:52]=2)[S:37][CH2:38][C:39]([NH:41][CH2:42][CH2:43][CH2:44][C:45]2[CH:50]=[CH:49][CH:48]=[CH:47][CH:46]=2)=O)=[CH:32][CH:31]=1, predict the reaction product. The product is: [Cl:29][C:30]1[CH:31]=[CH:32][C:33]([CH:36]([C:51]2[CH:52]=[CH:53][C:54]([Cl:57])=[CH:55][CH:56]=2)[S:37][CH2:38][CH2:39][NH:41][CH2:42][CH2:43][CH2:44][C:45]2[CH:50]=[CH:49][CH:48]=[CH:47][CH:46]=2)=[CH:34][CH:35]=1. (3) The product is: [C:41]([OH:44])(=[O:43])[CH3:42].[C:33]([C:29]1[CH:28]=[C:27]([CH:32]=[CH:31][CH:30]=1)[O:26][CH:19]([C:20]1[CH:25]=[CH:24][CH:23]=[CH:22][CH:21]=1)[C:18]([NH:17][C:14]1[CH:13]=[CH:12][C:11]([C:6]2[CH:7]=[CH:8][CH:9]=[CH:10][C:5]=2[S:2]([CH3:1])(=[O:4])=[O:3])=[CH:16][CH:15]=1)=[O:39])(=[NH:34])[NH2:37]. Given the reactants [CH3:1][S:2]([C:5]1[CH:10]=[CH:9][CH:8]=[CH:7][C:6]=1[C:11]1[CH:16]=[CH:15][C:14]([NH:17][C:18](=[O:39])[CH:19]([O:26][C:27]2[CH:32]=[CH:31][CH:30]=[C:29]([C:33]3[N:37]=C(C)O[N:34]=3)[CH:28]=2)[C:20]2[CH:25]=[CH:24][CH:23]=[CH:22][CH:21]=2)=[CH:13][CH:12]=1)(=[O:4])=[O:3].O.[C:41]([OH:44])(=[O:43])[CH3:42], predict the reaction product. (4) Given the reactants [N:1]1[CH:6]=[CH:5][CH:4]=[C:3]([NH:7][C:8](=[O:16])OC2C=CC=CC=2)[CH:2]=1.[Br:17][CH:18]=[C:19]1[CH2:24][CH2:23][NH:22][CH2:21][CH2:20]1.C(N(CC)CC)C, predict the reaction product. The product is: [Br:17][CH:18]=[C:19]1[CH2:24][CH2:23][N:22]([C:8]([NH:7][C:3]2[CH:2]=[N:1][CH:6]=[CH:5][CH:4]=2)=[O:16])[CH2:21][CH2:20]1. (5) Given the reactants [CH2:1]([O:3][C:4]([C:6]1([NH:11][C:12]([CH:14]2[CH2:18][CH:17]([O:19][C:20]3[C:29]4[C:24](=[CH:25][C:26]([O:30][CH3:31])=[CH:27][CH:28]=4)[N:23]=[C:22]([C:32]4[CH:37]=[CH:36][CH:35]=[CH:34][CH:33]=4)[CH:21]=3)[CH2:16][NH:15]2)=[O:13])[CH2:8][CH:7]1[CH:9]=[CH2:10])=[O:5])[CH3:2].[C:38]([O-:41])(O)=O.[Na+].C(Cl)(Cl)=O.[NH2:47][CH:48]([C:62]([CH3:65])([CH3:64])[CH3:63])[C:49]([NH:51][CH:52]1[C:60]2[C:55](=[CH:56][CH:57]=[CH:58][CH:59]=2)[CH2:54][CH:53]1[OH:61])=[O:50], predict the reaction product. The product is: [CH2:1]([O:3][C:4]([C:6]1([NH:11][C:12]([CH:14]2[CH2:18][CH:17]([O:19][C:20]3[C:29]4[C:24](=[CH:25][C:26]([O:30][CH3:31])=[CH:27][CH:28]=4)[N:23]=[C:22]([C:32]4[CH:33]=[CH:34][CH:35]=[CH:36][CH:37]=4)[CH:21]=3)[CH2:16][N:15]2[C:38](=[O:41])[NH:47][CH:48]([C:49](=[O:50])[NH:51][CH:52]2[C:60]3[C:55](=[CH:56][CH:57]=[CH:58][CH:59]=3)[CH2:54][CH:53]2[OH:61])[C:62]([CH3:65])([CH3:63])[CH3:64])=[O:13])[CH2:8][CH:7]1[CH:9]=[CH2:10])=[O:5])[CH3:2]. (6) Given the reactants [CH2:1]([NH:4][C:5](=[O:11])[O:6][C:7]([CH3:10])([CH3:9])[CH3:8])[C:2]#[CH:3].[CH2:12]([O:19][N:20]1[C:26](=[O:27])[N:25]2[CH2:28][C@H:21]1[CH2:22][CH2:23][C@H:24]2[C:29](Cl)=[N:30][OH:31])[C:13]1[CH:18]=[CH:17][CH:16]=[CH:15][CH:14]=1, predict the reaction product. The product is: [C:7]([O:6][C:5](=[O:11])[NH:4][CH2:1][C:2]1[O:31][N:30]=[C:29]([C@@H:24]2[CH2:23][CH2:22][C@@H:21]3[CH2:28][N:25]2[C:26](=[O:27])[N:20]3[O:19][CH2:12][C:13]2[CH:18]=[CH:17][CH:16]=[CH:15][CH:14]=2)[CH:3]=1)([CH3:8])([CH3:10])[CH3:9].